Dataset: NCI-60 drug combinations with 297,098 pairs across 59 cell lines. Task: Regression. Given two drug SMILES strings and cell line genomic features, predict the synergy score measuring deviation from expected non-interaction effect. (1) Drug 1: CN(C)N=NC1=C(NC=N1)C(=O)N. Drug 2: COCCOC1=C(C=C2C(=C1)C(=NC=N2)NC3=CC=CC(=C3)C#C)OCCOC.Cl. Cell line: SW-620. Synergy scores: CSS=-6.81, Synergy_ZIP=3.69, Synergy_Bliss=0.229, Synergy_Loewe=-1.69, Synergy_HSA=-5.37. (2) Drug 1: COC1=C(C=C2C(=C1)N=CN=C2NC3=CC(=C(C=C3)F)Cl)OCCCN4CCOCC4. Drug 2: CCC1(CC2CC(C3=C(CCN(C2)C1)C4=CC=CC=C4N3)(C5=C(C=C6C(=C5)C78CCN9C7C(C=CC9)(C(C(C8N6C=O)(C(=O)OC)O)OC(=O)C)CC)OC)C(=O)OC)O.OS(=O)(=O)O. Cell line: MALME-3M. Synergy scores: CSS=48.5, Synergy_ZIP=0.282, Synergy_Bliss=0.525, Synergy_Loewe=-8.54, Synergy_HSA=-1.03.